This data is from Ames mutagenicity test results for genotoxicity prediction. The task is: Regression/Classification. Given a drug SMILES string, predict its toxicity properties. Task type varies by dataset: regression for continuous values (e.g., LD50, hERG inhibition percentage) or binary classification for toxic/non-toxic outcomes (e.g., AMES mutagenicity, cardiotoxicity, hepatotoxicity). Dataset: ames. The compound is O=Cc1ccccc1. The result is 0 (non-mutagenic).